This data is from Full USPTO retrosynthesis dataset with 1.9M reactions from patents (1976-2016). The task is: Predict the reactants needed to synthesize the given product. (1) Given the product [O:43]1[CH:44]=[N:45][C:41]([CH2:40][N:27]2[CH2:28][CH2:29][CH:24]([O:23][C:17]3[CH:18]=[C:19]([F:22])[CH:20]=[CH:21][C:16]=3[NH:15][C:4]3[C:5]4[C:10]([CH3:11])=[C:9]([C:12]([NH2:14])=[O:13])[S:8][C:6]=4[N:7]=[CH:2][N:3]=3)[CH2:25][CH2:26]2)=[N:42]1, predict the reactants needed to synthesize it. The reactants are: C[C:2]1[N:3]=[C:4]([NH:15][C:16]2[CH:21]=[CH:20][C:19]([F:22])=[CH:18][C:17]=2[O:23][CH:24]2[CH2:29][CH2:28][NH:27][CH2:26][CH2:25]2)[C:5]2[C:10]([CH3:11])=[C:9]([C:12]([NH2:14])=[O:13])[S:8][C:6]=2[N:7]=1.CCN(C(C)C)C(C)C.Cl[CH2:40][C:41]1[N:45]=[CH:44][O:43][N:42]=1.O. (2) Given the product [CH3:20][O:21][CH2:22][O:23][CH2:24][C:2]1[N:7]2[CH:8]=[CH:9][N:10]=[C:6]2[C:5]([C:11]([O:13][CH3:14])=[O:12])=[CH:4][CH:3]=1, predict the reactants needed to synthesize it. The reactants are: Cl[C:2]1[N:7]2[CH:8]=[CH:9][N:10]=[C:6]2[C:5]([C:11]([O:13][CH3:14])=[O:12])=[CH:4][CH:3]=1.C([Sn](CCCC)(CCCC)[CH2:20][O:21][CH2:22][O:23][CH3:24])CCC. (3) Given the product [C:1]([O:5][C:6]([N:8]1[CH2:12][CH2:11][CH:10]([O:13][Si:14]([C:17]([CH3:20])([CH3:19])[CH3:18])([CH3:16])[CH3:15])[CH:9]1[CH2:21][C:22]1[C:30]2[C:25](=[N:26][CH:27]=[CH:28][CH:29]=2)[N:24]([C:32](=[O:34])[CH3:33])[CH:23]=1)=[O:7])([CH3:4])([CH3:3])[CH3:2], predict the reactants needed to synthesize it. The reactants are: [C:1]([O:5][C:6]([N:8]1[CH2:12][CH2:11][CH:10]([O:13][Si:14]([C:17]([CH3:20])([CH3:19])[CH3:18])([CH3:16])[CH3:15])[CH:9]1[CH:21]=[CH:22][CH2:23][N:24]([C:32](=[O:34])[CH3:33])[C:25]1[C:30](Br)=[CH:29][CH:28]=[CH:27][N:26]=1)=[O:7])([CH3:4])([CH3:3])[CH3:2].C([O-])=O.[Na+].C([O-])([O-])=O.[K+].[K+]. (4) Given the product [C:17]([O:16][C:14](=[O:15])[CH2:13][O:12][C@H:3]1[C@H:2]([NH:1][C:31]([C:26]2[NH:27][C:28]3[C:24]([CH:25]=2)=[CH:23][C:22]([Cl:21])=[CH:30][CH:29]=3)=[O:32])[CH2:11][C:10]2[C:5](=[CH:6][CH:7]=[CH:8][CH:9]=2)[CH2:4]1)([CH3:20])([CH3:19])[CH3:18], predict the reactants needed to synthesize it. The reactants are: [NH2:1][C@@H:2]1[CH2:11][C:10]2[C:5](=[CH:6][CH:7]=[CH:8][CH:9]=2)[CH2:4][C@H:3]1[O:12][CH2:13][C:14]([O:16][C:17]([CH3:20])([CH3:19])[CH3:18])=[O:15].[Cl:21][C:22]1[CH:23]=[C:24]2[C:28](=[CH:29][CH:30]=1)[NH:27][C:26]([C:31](O)=[O:32])=[CH:25]2.Cl.C(N=C=N)C.ON1C2N=CC=CC=2N=N1.C(N(C(C)C)CC)(C)C. (5) Given the product [Br:12][C:13]1[CH:14]=[C:15]([CH:18]=[CH:19][CH:20]=1)[CH:16]=[CH:4][C:3]([C:6]1[CH:11]=[CH:10][CH:9]=[CH:8][CH:7]=1)=[O:5], predict the reactants needed to synthesize it. The reactants are: [OH-].[Na+].[C:3]([C:6]1[CH:11]=[CH:10][CH:9]=[CH:8][CH:7]=1)(=[O:5])[CH3:4].[Br:12][C:13]1[CH:14]=[C:15]([CH:18]=[CH:19][CH:20]=1)[CH:16]=O.